Dataset: Full USPTO retrosynthesis dataset with 1.9M reactions from patents (1976-2016). Task: Predict the reactants needed to synthesize the given product. (1) The reactants are: Cl.CN[C:4](=[O:10])[C@H:5]([CH:7]([CH3:9])[CH3:8])[NH2:6].[OH-:11].[Na+].[CH3:13]NC(=O)[C@H](C(C)C)N. Given the product [CH3:13][NH:6][C@H:5]([C:4]([OH:10])=[O:11])[CH:7]([CH3:9])[CH3:8], predict the reactants needed to synthesize it. (2) Given the product [O:5]1[CH2:6][CH2:1][CH2:2][CH2:3][CH:4]1[O:10][CH:7]1[CH2:8][CH2:9][CH2:14][CH2:20][O:22]1, predict the reactants needed to synthesize it. The reactants are: [CH2:1]1[CH2:6][O:5][CH:4]=[CH:3][CH2:2]1.[CH2:7]([OH:10])[C:8]#[CH:9].S(O)([C:14]1[CH:20]=CC(C)=CC=1)(=O)=O.[OH2:22].CCN(CC)CC. (3) Given the product [C:1]([C:3]1[CH:11]=[CH:10][C:6]([C:7]([NH:13][C:14]2[CH:19]=[CH:18][CH:17]=[C:16]([S:20](=[O:22])(=[O:21])[NH2:23])[CH:15]=2)=[O:9])=[C:5]([F:12])[CH:4]=1)#[N:2], predict the reactants needed to synthesize it. The reactants are: [C:1]([C:3]1[CH:11]=[CH:10][C:6]([C:7]([OH:9])=O)=[C:5]([F:12])[CH:4]=1)#[N:2].[NH2:13][C:14]1[CH:15]=[C:16]([S:20]([NH2:23])(=[O:22])=[O:21])[CH:17]=[CH:18][CH:19]=1.CCN=C=NCCCN(C)C.C1C=CC2N(O)N=NC=2C=1.CN1CCOCC1.Cl.